From a dataset of Full USPTO retrosynthesis dataset with 1.9M reactions from patents (1976-2016). Predict the reactants needed to synthesize the given product. Given the product [CH3:13][O:12][C:9]1[CH:10]=[CH:11][C:6]([C:4]2[C:3]([CH3:14])=[CH:1][NH:17][N:16]=2)=[CH:7][CH:8]=1, predict the reactants needed to synthesize it. The reactants are: [CH:1]([CH:3]([CH3:14])[C:4]([C:6]1[CH:11]=[CH:10][C:9]([O:12][CH3:13])=[CH:8][CH:7]=1)=O)=O.O.[NH2:16][NH2:17].